From a dataset of Reaction yield outcomes from USPTO patents with 853,638 reactions. Predict the reaction yield, written as a fraction of the theoretical maximum amount of product (1.0 means a 100% yield; for example, 0.34 means a 34% yield). (1) The reactants are [CH3:1][O:2][C:3](=[O:50])[NH:4][C@@H:5]1[CH2:10][CH2:9][N:8]([C:11]2[CH:16]=[C:15]([C:17]#[N:18])[CH:14]=[C:13]([NH:19][C:20]3[N:25]=[C:24]([N:26]([CH:36]4[CH2:38][CH2:37]4)CC4C=CC(OC)=CC=4)[C:23]4=[N:39][CH:40]=[C:41]([C:42]#[N:43])[N:22]4[N:21]=3)[C:12]=2[Cl:44])[CH2:7][C@H:6]1[O:45][P:46]([OH:49])([OH:48])=[O:47].C1(OC)C=CC=CC=1.C(O)(C(F)(F)F)=O. The catalyst is ClCCCl. The product is [CH3:1][O:2][C:3](=[O:50])[NH:4][C@@H:5]1[CH2:10][CH2:9][N:8]([C:11]2[CH:16]=[C:15]([C:17]#[N:18])[CH:14]=[C:13]([NH:19][C:20]3[N:25]=[C:24]([NH:26][CH:36]4[CH2:37][CH2:38]4)[C:23]4=[N:39][CH:40]=[C:41]([C:42]#[N:43])[N:22]4[N:21]=3)[C:12]=2[Cl:44])[CH2:7][C@H:6]1[O:45][P:46]([OH:48])([OH:49])=[O:47]. The yield is 0.513. (2) The reactants are [Cl:1][C:2]1[CH:7]=[CH:6][CH:5]=[C:4]([F:8])[C:3]=1[C:9]1[N:13]=[C:12]([C:14]2[C:18]([CH3:19])=[C:17]([C:20]3[CH:25]=[CH:24][C:23]([OH:26])=[CH:22][CH:21]=3)[S:16][CH:15]=2)[N:11]([CH3:27])[N:10]=1.[H-].[Na+].I[CH2:31][CH2:32][CH3:33]. The catalyst is C1COCC1. The product is [Cl:1][C:2]1[CH:7]=[CH:6][CH:5]=[C:4]([F:8])[C:3]=1[C:9]1[N:13]=[C:12]([C:14]2[C:18]([CH3:19])=[C:17]([C:20]3[CH:25]=[CH:24][C:23]([O:26][CH2:31][CH2:32][CH3:33])=[CH:22][CH:21]=3)[S:16][CH:15]=2)[N:11]([CH3:27])[N:10]=1. The yield is 0.930.